This data is from Catalyst prediction with 721,799 reactions and 888 catalyst types from USPTO. The task is: Predict which catalyst facilitates the given reaction. (1) Reactant: [OH:1][C:2]1[CH:3]=[C:4]([CH2:8][NH:9][C:10]([C:12]2[CH:13]=[C:14]3[C:19](=[CH:20][CH:21]=2)[N:18]=[CH:17][CH:16]=[CH:15]3)=[O:11])[CH:5]=[CH:6][CH:7]=1.C(=O)([O-])[O-].[K+].[K+].CN(C=O)C.Br[CH2:34][C:35]#[C:36][CH3:37]. Product: [CH2:34]([O:1][C:2]1[CH:3]=[C:4]([CH2:8][NH:9][C:10]([C:12]2[CH:13]=[C:14]3[C:19](=[CH:20][CH:21]=2)[N:18]=[CH:17][CH:16]=[CH:15]3)=[O:11])[CH:5]=[CH:6][CH:7]=1)[C:35]#[C:36][CH3:37]. The catalyst class is: 6. (2) Reactant: [CH3:1][NH:2][C:3](=O)[CH2:4][O:5][C:6]1[C:15]2[C:10](=[CH:11][CH:12]=[CH:13][CH:14]=2)[CH:9]=[CH:8][CH:7]=1.[BH4-].[Na+].II.CO. Product: [CH3:1][NH:2][CH2:3][CH2:4][O:5][C:6]1[C:15]2[C:10](=[CH:11][CH:12]=[CH:13][CH:14]=2)[CH:9]=[CH:8][CH:7]=1. The catalyst class is: 1. (3) Reactant: [H-].[Na+].[Cl:3][C:4]1[C:12]2[N:11]=[C:10]3[N:13]([C:17]4[CH:22]=[CH:21][C:20]([Cl:23])=[CH:19][C:18]=4[Cl:24])[CH2:14][CH2:15][CH2:16][N:9]3[C:8]=2[C:7]([CH:25]([OH:29])[CH2:26][CH2:27][CH3:28])=[CH:6][CH:5]=1.[CH3:30]I. Product: [Cl:3][C:4]1[C:12]2[N:11]=[C:10]3[N:13]([C:17]4[CH:22]=[CH:21][C:20]([Cl:23])=[CH:19][C:18]=4[Cl:24])[CH2:14][CH2:15][CH2:16][N:9]3[C:8]=2[C:7]([CH:25]([O:29][CH3:30])[CH2:26][CH2:27][CH3:28])=[CH:6][CH:5]=1. The catalyst class is: 35. (4) Product: [F:29][C:30]1[CH:35]=[C:34]([O:36][CH3:37])[C:33]([F:38])=[CH:32][C:31]=1[N:39]1[CH2:44][CH2:43][C:42](=[CH:2][O:3][CH3:4])[CH2:41][CH2:40]1. Reactant: [Cl-].[CH3:2][O:3][CH2:4][P+](C1C=CC=CC=1)(C1C=CC=CC=1)C1C=CC=CC=1.O1CCCC1.[F:29][C:30]1[CH:35]=[C:34]([O:36][CH3:37])[C:33]([F:38])=[CH:32][C:31]=1[N:39]1[CH2:44][CH2:43][C:42](=O)[CH2:41][CH2:40]1. The catalyst class is: 6. (5) Reactant: [C:1]([C:5]1[N:10]=[C:9]([N:11]2[CH2:16][CH2:15][N:14]([CH2:17][CH2:18][CH2:19][CH2:20][NH2:21])[CH2:13][CH2:12]2)[CH:8]=[C:7]([C:22]([F:25])([F:24])[F:23])[N:6]=1)([CH3:4])([CH3:3])[CH3:2].C1N=CN([C:31](N2C=NC=C2)=[O:32])C=1.[N:38]1([C:44]2[N:49]=[CH:48][CH:47]=[CH:46][N:45]=2)[CH2:43][CH2:42][NH:41][CH2:40][CH2:39]1. Product: [C:1]([C:5]1[N:10]=[C:9]([N:11]2[CH2:16][CH2:15][N:14]([CH2:17][CH2:18][CH2:19][CH2:20][NH:21][C:31]([N:41]3[CH2:42][CH2:43][N:38]([C:44]4[N:45]=[CH:46][CH:47]=[CH:48][N:49]=4)[CH2:39][CH2:40]3)=[O:32])[CH2:13][CH2:12]2)[CH:8]=[C:7]([C:22]([F:24])([F:25])[F:23])[N:6]=1)([CH3:4])([CH3:2])[CH3:3]. The catalyst class is: 147. (6) Reactant: CO[C:3](=[O:18])[C:4]([C:9]1[S:10][C:11]([C:14]([F:17])([F:16])[F:15])=[N:12][N:13]=1)=[CH:5][N:6](C)C.[NH:19]([C:21]1[CH:26]=[C:25]([N:27]2[CH2:32][CH2:31][CH2:30][CH2:29][CH2:28]2)[N:24]=[CH:23][N:22]=1)N.C12(CS(O)(=O)=O)C(C)(C)C(CC1)CC2=O.CC[O-].[Na+].C[O-].[Na+]. Product: [N:27]1([C:25]2[N:24]=[CH:23][N:22]=[C:21]([N:19]3[C:3](=[O:18])[C:4]([C:9]4[S:10][C:11]([C:14]([F:15])([F:16])[F:17])=[N:12][N:13]=4)=[CH:5][NH:6]3)[CH:26]=2)[CH2:32][CH2:31][CH2:30][CH2:29][CH2:28]1. The catalyst class is: 357. (7) The catalyst class is: 1. Reactant: [CH3:1][N:2]1[C:6]([C:7]([NH:9][C:10]2[CH:11]=[C:12]([C:16]#[C:17][C:18]3[CH:19]=[C:20]([C:24]([N:26]=[S@:27]([CH2:35][CH2:36][CH2:37][CH2:38][C:39]([O:41]C)=[O:40])([C:29]4[CH:34]=[CH:33][CH:32]=[CH:31][CH:30]=4)=[O:28])=[O:25])[CH:21]=[N:22][CH:23]=3)[CH:13]=[CH:14][CH:15]=2)=[O:8])=[CH:5][C:4]([CH3:43])=[N:3]1.[OH-].[Na+].Cl. Product: [CH3:1][N:2]1[C:6]([C:7]([NH:9][C:10]2[CH:11]=[C:12]([C:16]#[C:17][C:18]3[CH:19]=[C:20]([C:24]([N:26]=[S@:27]([CH2:35][CH2:36][CH2:37][CH2:38][C:39]([OH:41])=[O:40])([C:29]4[CH:34]=[CH:33][CH:32]=[CH:31][CH:30]=4)=[O:28])=[O:25])[CH:21]=[N:22][CH:23]=3)[CH:13]=[CH:14][CH:15]=2)=[O:8])=[CH:5][C:4]([CH3:43])=[N:3]1.